Dataset: Forward reaction prediction with 1.9M reactions from USPTO patents (1976-2016). Task: Predict the product of the given reaction. (1) Given the reactants [C:1](=[O:4])([O-])[O-].[Cs+].[Cs+].[C:7]1([S:13]([N:16]2[C:24]3[C:19](=[CH:20][CH:21]=[CH:22][CH:23]=3)[CH:18]=[C:17]2[C:25]2[NH:29][N:28]=[C:27]([OH:30])[CH:26]=2)(=[O:15])=[O:14])[CH:12]=[CH:11][CH:10]=[CH:9][CH:8]=1, predict the reaction product. The product is: [C:7]1([S:13]([N:16]2[C:24]3[C:19](=[CH:20][CH:21]=[CH:22][CH:23]=3)[CH:18]=[C:17]2[C:25]2[CH:26]=[C:27]([O:30][CH2:24][C:19]3[CH:20]=[C:1]([OH:4])[CH:25]=[CH:17][CH:18]=3)[NH:28][N:29]=2)(=[O:15])=[O:14])[CH:8]=[CH:9][CH:10]=[CH:11][CH:12]=1. (2) Given the reactants [CH2:1]([O:3][C:4](=[O:47])[CH2:5][CH2:6][CH2:7][CH2:8][CH2:9][NH:10][C:11]([NH:13][C:14]1[CH:19]=[CH:18][C:17]([C:20]2[CH:25]=[CH:24][CH:23]=[C:22]([S:26]([C:29]3[CH:33]=[C:32]([C:34]([NH:36]C(OC(C)(C)C)=O)=[NH:35])[S:31][C:30]=3[S:44][CH3:45])(=[O:28])=[O:27])[CH:21]=2)=[C:16]([CH3:46])[CH:15]=1)=[O:12])[CH3:2].[C:48]([OH:54])([C:50]([F:53])([F:52])[F:51])=[O:49].C(Cl)Cl, predict the reaction product. The product is: [F:51][C:50]([F:53])([F:52])[C:48]([OH:54])=[O:49].[CH2:1]([O:3][C:4](=[O:47])[CH2:5][CH2:6][CH2:7][CH2:8][CH2:9][NH:10][C:11]([NH:13][C:14]1[CH:19]=[CH:18][C:17]([C:20]2[CH:25]=[CH:24][CH:23]=[C:22]([S:26]([C:29]3[CH:33]=[C:32]([C:34](=[NH:35])[NH2:36])[S:31][C:30]=3[S:44][CH3:45])(=[O:27])=[O:28])[CH:21]=2)=[C:16]([CH3:46])[CH:15]=1)=[O:12])[CH3:2]. (3) Given the reactants [NH2:1][C:2]1[C:7]([F:8])=[CH:6][N:5]=[C:4]([N:9]2[CH:13]=[C:12]([C:14]([O:16]CC)=[O:15])[C:11]([C:19]([F:22])([F:21])[F:20])=[N:10]2)[N:3]=1.[OH-].[Na+], predict the reaction product. The product is: [NH2:1][C:2]1[C:7]([F:8])=[CH:6][N:5]=[C:4]([N:9]2[CH:13]=[C:12]([C:14]([OH:16])=[O:15])[C:11]([C:19]([F:22])([F:21])[F:20])=[N:10]2)[N:3]=1. (4) Given the reactants [Br:1]Br.[Cl:3][C:4]1[CH:9]=[CH:8][C:7]([C:10]([C:12]2[CH:13]=[N:14][C:15]([NH:18][CH3:19])=[CH:16][CH:17]=2)=[O:11])=[CH:6][CH:5]=1.C([O-])(O)=O.[Na+], predict the reaction product. The product is: [Br:1][C:16]1[CH:17]=[C:12]([C:10]([C:7]2[CH:6]=[CH:5][C:4]([Cl:3])=[CH:9][CH:8]=2)=[O:11])[CH:13]=[N:14][C:15]=1[NH:18][CH3:19].